The task is: Predict the product of the given reaction.. This data is from Forward reaction prediction with 1.9M reactions from USPTO patents (1976-2016). (1) The product is: [ClH:21].[NH2:5][CH2:4][C:3]([C:15]1[CH:20]=[CH:19][CH:18]=[CH:17][CH:16]=1)=[O:2]. Given the reactants [Br-].[O:2]=[C:3]([C:15]1[CH:20]=[CH:19][CH:18]=[CH:17][CH:16]=1)[CH2:4][N+:5]12CN3CN(CN(C3)C1)C2.[ClH:21], predict the reaction product. (2) The product is: [CH3:11][N:12]1[C:16]([CH:17]=[O:18])=[CH:15][C:14]([CH3:19])=[N:13]1. Given the reactants C(Cl)(=O)C(Cl)=O.CS(C)=O.[CH3:11][N:12]1[C:16]([CH2:17][OH:18])=[CH:15][C:14]([CH3:19])=[N:13]1.C(N(CC)CC)C, predict the reaction product.